From a dataset of Reaction yield outcomes from USPTO patents with 853,638 reactions. Predict the reaction yield, written as a fraction of the theoretical maximum amount of product (1.0 means a 100% yield; for example, 0.34 means a 34% yield). (1) The reactants are [CH3:1][N:2]1[CH:6]=[C:5]([C:7]2[N:11]([C:12]3[CH:13]=[N:14][C:15]([CH3:18])=[CH:16][CH:17]=3)[N:10]=[C:9]([C:19]([OH:21])=O)[CH:8]=2)[N:4]=[CH:3]1.[C:22]([NH2:26])([CH3:25])([CH3:24])[CH3:23]. No catalyst specified. The product is [C:22]([NH:26][C:19]([C:9]1[CH:8]=[C:7]([C:5]2[N:4]=[CH:3][N:2]([CH3:1])[CH:6]=2)[N:11]([C:12]2[CH:13]=[N:14][C:15]([CH3:18])=[CH:16][CH:17]=2)[N:10]=1)=[O:21])([CH3:25])([CH3:24])[CH3:23]. The yield is 0.740. (2) The reactants are [CH:1]1[C:6](/[CH:7]=[CH:8]/[CH:9]=[CH:10]/[C:11](N2CCCCC2)=[O:12])=[CH:5][C:4]2[O:19][CH2:20][O:21][C:3]=2[CH:2]=1.[OH-:22].[K+].Cl. The catalyst is C(O)C. The product is [O:21]1[C:3]2[CH:2]=[CH:1][C:6](/[CH:7]=[CH:8]/[CH:9]=[CH:10]/[C:11]([OH:12])=[O:22])=[CH:5][C:4]=2[O:19][CH2:20]1. The yield is 0.791. (3) The reactants are [CH2:1]([Zn]CC)C.IC.C(COC)OC.[CH3:14][O:15][N:16]([CH3:30])[C:17](=[O:29])[CH2:18]/[CH:19]=[CH:20]/[C:21]1[CH:26]=[CH:25][C:24]([O:27][CH3:28])=[CH:23][CH:22]=1. The catalyst is ClCCl.O. The product is [CH3:14][O:15][N:16]([CH3:30])[C:17](=[O:29])[CH2:18][CH:19]1[CH2:1][CH:20]1[C:21]1[CH:22]=[CH:23][C:24]([O:27][CH3:28])=[CH:25][CH:26]=1. The yield is 0.852.